Task: Predict the product of the given reaction.. Dataset: Forward reaction prediction with 1.9M reactions from USPTO patents (1976-2016) Given the reactants [CH3:1][O:2][C:3]1[CH:8]=[CH:7][C:6]([CH2:9][C:10]([OH:12])=[O:11])=[C:5]([O:13][C:14]2[CH:19]=[CH:18][CH:17]=[CH:16][CH:15]=2)[CH:4]=1.[CH3:20]O, predict the reaction product. The product is: [CH3:1][O:2][C:3]1[CH:8]=[CH:7][C:6]([CH2:9][C:10]([O:12][CH3:20])=[O:11])=[C:5]([O:13][C:14]2[CH:19]=[CH:18][CH:17]=[CH:16][CH:15]=2)[CH:4]=1.